From a dataset of Catalyst prediction with 721,799 reactions and 888 catalyst types from USPTO. Predict which catalyst facilitates the given reaction. (1) Reactant: [F:1][C:2]1[CH:3]=[C:4]([CH2:10][CH2:11][C:12]([OH:14])=O)[CH:5]=[C:6]([F:9])[C:7]=1[CH3:8].C1CN([P+](ON2N=NC3C=CC=CC2=3)(N2CCCC2)N2CCCC2)CC1.F[P-](F)(F)(F)(F)F.[CH2:48]([N:50]1[C:54]([CH2:55][CH2:56][CH2:57][NH2:58])=[CH:53][C:52]([CH3:59])=[N:51]1)[CH3:49].C(N(C(C)C)C(C)C)C. Product: [F:9][C:6]1[CH:5]=[C:4]([CH2:10][CH2:11][C:12]([NH:58][CH2:57][CH2:56][CH2:55][C:54]2[N:50]([CH2:48][CH3:49])[N:51]=[C:52]([CH3:59])[CH:53]=2)=[O:14])[CH:3]=[C:2]([F:1])[C:7]=1[CH3:8]. The catalyst class is: 39. (2) Reactant: [CH3:1][CH2:2][OH:3].[Cl:4][CH2:5][CH2:6][CH2:7][CH2:8][O:9][CH2:10][CH2:11][CH2:12][CH2:13][C:14]([CH3:19])([CH3:18])[C:15](Cl)=[O:16]. Product: [Cl:4][CH2:5][CH2:6][CH2:7][CH2:8][O:9][CH2:10][CH2:11][CH2:12][CH2:13][C:14]([CH3:19])([CH3:18])[C:15]([O:3][CH2:2][CH3:1])=[O:16]. The catalyst class is: 2. (3) Reactant: [CH2:1]([O:8][C:9]([NH:11][C:12]([NH2:14])=[NH:13])=[O:10])[C:2]1[CH:7]=[CH:6][CH:5]=[CH:4][CH:3]=1.C(N(CC)CC)C.Cl[CH2:23][C:24](=O)[CH3:25]. Product: [NH2:13][C:12]1[N:11]([C:9]([O:8][CH2:1][C:2]2[CH:3]=[CH:4][CH:5]=[CH:6][CH:7]=2)=[O:10])[CH:23]=[C:24]([CH3:25])[N:14]=1. The catalyst class is: 13.